Dataset: Forward reaction prediction with 1.9M reactions from USPTO patents (1976-2016). Task: Predict the product of the given reaction. (1) Given the reactants C([O:8][C:9]1[CH:10]=[C:11]([CH:17]([O:21][CH2:22][CH3:23])[C:18]([OH:20])=[O:19])[CH:12]=[CH:13][C:14]=1[O:15][CH3:16])C1C=CC=CC=1, predict the reaction product. The product is: [CH2:22]([O:21][CH:17]([C:11]1[CH:12]=[CH:13][C:14]([O:15][CH3:16])=[C:9]([OH:8])[CH:10]=1)[C:18]([OH:20])=[O:19])[CH3:23]. (2) Given the reactants [CH:1]1[C:12]2=[C:13]3[CH:8]([CH2:9][CH2:10][CH2:11]2)[CH2:7][CH2:6][CH2:5][C:4]3=[CH:3][C:2]=1[NH:14][C:15]([C:17]1[CH:18]=[CH:19][C:20]([C:23]([O:25]C)=[O:24])=[N:21][CH:22]=1)=[O:16].[OH-].[Na+].Cl, predict the reaction product. The product is: [CH:1]1[C:12]2=[C:13]3[CH:8]([CH2:9][CH2:10][CH2:11]2)[CH2:7][CH2:6][CH2:5][C:4]3=[CH:3][C:2]=1[NH:14][C:15]([C:17]1[CH:18]=[CH:19][C:20]([C:23]([OH:25])=[O:24])=[N:21][CH:22]=1)=[O:16]. (3) Given the reactants [C:1]1([CH2:7][N:8]([C@@H:16]([CH2:25][C:26]2[CH:31]=[CH:30][CH:29]=[CH:28][CH:27]=2)[C@H:17]([OH:24])[CH2:18][NH:19][CH2:20][CH:21]([CH3:23])[CH3:22])[CH2:9][C:10]2[CH:15]=[CH:14][CH:13]=[CH:12][CH:11]=2)[CH:6]=[CH:5][CH:4]=[CH:3][CH:2]=1.C(O)(=O)C(O)=O.C(=O)([O-])[O-].[K+].[K+].[O:44]1[C:48]2[CH:49]=[CH:50][C:51]([S:53](Cl)(=[O:55])=[O:54])=[CH:52][C:47]=2[O:46][CH2:45]1, predict the reaction product. The product is: [O:44]1[C:48]2[CH:49]=[CH:50][C:51]([S:53]([N:19]([CH2:18][C@@H:17]([OH:24])[C@@H:16]([N:8]([CH2:9][C:10]3[CH:15]=[CH:14][CH:13]=[CH:12][CH:11]=3)[CH2:7][C:1]3[CH:2]=[CH:3][CH:4]=[CH:5][CH:6]=3)[CH2:25][C:26]3[CH:31]=[CH:30][CH:29]=[CH:28][CH:27]=3)[CH2:20][CH:21]([CH3:23])[CH3:22])(=[O:54])=[O:55])=[CH:52][C:47]=2[O:46][CH2:45]1.